Dataset: Full USPTO retrosynthesis dataset with 1.9M reactions from patents (1976-2016). Task: Predict the reactants needed to synthesize the given product. (1) Given the product [Br:5][C:6]1[CH:7]=[CH:8][C:9]([CH3:18])=[C:10]2[C:11]=1[C:14](=[O:15])[CH:13]([CH3:17])[CH2:12]2, predict the reactants needed to synthesize it. The reactants are: [Al+3].[Cl-].[Cl-].[Cl-].[Br:5][C:6]1[CH:7]=[CH:8][C:9]([CH3:18])=[C:10]([CH2:12][CH:13]([CH3:17])[C:14](Cl)=[O:15])[CH:11]=1. (2) The reactants are: [CH3:1][O:2][C:3]1[CH:11]=[CH:10][CH:9]=[C:8]2[C:4]=1[C:5](=[O:17])[N:6]([CH2:13][C:14]([OH:16])=[O:15])[C:7]2=[O:12].[Cl:18][C:19]1[CH:20]=[N+:21]([O-:44])[CH:22]=[C:23]([Cl:43])[C:24]=1[CH2:25][C@@H:26]([C:28]1[CH:33]=[CH:32][C:31]([O:34][CH:35]([F:37])[F:36])=[C:30]([O:38][CH2:39][CH:40]2[CH2:42][CH2:41]2)[CH:29]=1)O.C(Cl)CCl. Given the product [Cl:18][C:19]1[CH:20]=[N+:21]([O-:44])[CH:22]=[C:23]([Cl:43])[C:24]=1[CH2:25][C@@H:26]([C:28]1[CH:33]=[CH:32][C:31]([O:34][CH:35]([F:37])[F:36])=[C:30]([O:38][CH2:39][CH:40]2[CH2:42][CH2:41]2)[CH:29]=1)[O:15][C:14](=[O:16])[CH2:13][N:6]1[C:5](=[O:17])[C:4]2[C:8](=[CH:9][CH:10]=[CH:11][C:3]=2[O:2][CH3:1])[C:7]1=[O:12], predict the reactants needed to synthesize it. (3) Given the product [Br:1][C:2]1[CH:3]=[C:4]([C:5]2[N:15]3[C:10]([CH:11]=[N:12][C:13]([NH:16][C:17]4[CH:22]=[C:21]([S:23]([CH2:26][CH3:27])(=[O:25])=[O:24])[CH:20]=[CH:19][C:18]=4[O:28][CH3:29])=[N:14]3)=[C:8]([CH3:9])[N:7]=2)[CH:30]=[CH:31][CH:32]=1, predict the reactants needed to synthesize it. The reactants are: [Br:1][C:2]1[CH:3]=[C:4]([CH:30]=[CH:31][CH:32]=1)[C:5]([NH:7][CH:8]([C:10]1[N:15]=[N:14][C:13]([NH:16][C:17]2[CH:22]=[C:21]([S:23]([CH2:26][CH3:27])(=[O:25])=[O:24])[CH:20]=[CH:19][C:18]=2[O:28][CH3:29])=[N:12][CH:11]=1)[CH3:9])=O.N1C=NC=N1.P(Cl)(Cl)(Cl)=O. (4) Given the product [Cl:1][C:2]1[CH:3]=[CH:4][C:5]([S:8]([N:11]2[C:20]3[C:15](=[CH:16][C:17]([F:21])=[CH:18][CH:19]=3)[C:14](=[O:22])[CH:13]([C:23](=[O:29])[C:24]([O:26][CH2:27][CH3:28])=[O:25])[CH2:12]2)(=[O:9])=[O:10])=[CH:6][CH:7]=1, predict the reactants needed to synthesize it. The reactants are: [Cl:1][C:2]1[CH:7]=[CH:6][C:5]([S:8]([N:11]2[C:20]3[C:15](=[CH:16][C:17]([F:21])=[CH:18][CH:19]=3)[C:14](=[O:22])[CH2:13][CH2:12]2)(=[O:10])=[O:9])=[CH:4][CH:3]=1.[C:23](OCC)(=[O:29])[C:24]([O:26][CH2:27][CH3:28])=[O:25].[O-]CC.[Na+]. (5) The reactants are: [I-].[F:2][C:3]1[CH:15]=[CH:14][C:6]2[N:7]3[C:12]([CH3:13])=[CH:11][S:10][C:8]3=[NH+:9][C:5]=2[CH:4]=1.C([O-])(O)=O.[Na+]. Given the product [F:2][C:3]1[CH:15]=[CH:14][C:6]2[N:7]3[C:12]([CH3:13])=[CH:11][S:10][C:8]3=[N:9][C:5]=2[CH:4]=1, predict the reactants needed to synthesize it. (6) Given the product [CH3:1][O:2][C:3]1[CH:9]=[CH:8][C:7]([O:10][CH3:11])=[CH:6][C:4]=1[CH2:12][C:13]([NH2:14])=[O:23], predict the reactants needed to synthesize it. The reactants are: [CH3:1][O:2][C:3]1[CH:9]=[CH:8][C:7]([O:10][CH3:11])=[CH:6][C:4]=1N.[CH3:12][CH2:13][N:14](C(C)C)C(C)C.C(OC(=O)C)(=[O:23])C.